From a dataset of Reaction yield outcomes from USPTO patents with 853,638 reactions. Predict the reaction yield, written as a fraction of the theoretical maximum amount of product (1.0 means a 100% yield; for example, 0.34 means a 34% yield). (1) The yield is 0.700. The catalyst is C(Cl)Cl. The reactants are FC(F)(F)C(O)=O.[C:8]1([C:14]2[CH:19]=[C:18]([CH:20]3[CH2:25][CH2:24][NH:23][CH2:22][CH2:21]3)[CH:17]=[CH:16][C:15]=2[NH:26][C:27]([C:29]2[NH:30][CH:31]=[C:32]([C:34]#[N:35])[N:33]=2)=[O:28])[CH2:13][CH2:12][CH2:11][CH2:10][CH:9]=1.CCN(C(C)C)C(C)C.Cl.[CH3:46][N:47]([CH2:49][C:50](Cl)=[O:51])[CH3:48]. The product is [C:8]1([C:14]2[CH:19]=[C:18]([CH:20]3[CH2:21][CH2:22][N:23]([C:50](=[O:51])[CH2:49][N:47]([CH3:48])[CH3:46])[CH2:24][CH2:25]3)[CH:17]=[CH:16][C:15]=2[NH:26][C:27]([C:29]2[NH:30][CH:31]=[C:32]([C:34]#[N:35])[N:33]=2)=[O:28])[CH2:13][CH2:12][CH2:11][CH2:10][CH:9]=1. (2) The reactants are [Cl:1][C:2]1[CH:3]=[CH:4][C:5]([I:11])=[C:6]([CH:10]=1)[C:7](O)=[O:8].O1CCCC1.B.ClCCCl. The catalyst is O1CCCC1.O=[Mn]=O. The product is [Cl:1][C:2]1[CH:3]=[CH:4][C:5]([I:11])=[C:6]([CH:10]=1)[CH:7]=[O:8]. The yield is 0.250. (3) The reactants are [Li][CH2:2][CH2:3][CH2:4][CH3:5].B(F)(F)F.CCO[CH2:13][CH3:14].[O:15]1[C@H:17]([C@@H:18]([O:21][S:22]([C:25]2[CH:31]=[CH:30][C:28]([CH3:29])=[CH:27][CH:26]=2)(=[O:24])=[O:23])[CH2:19][CH3:20])[CH2:16]1. The catalyst is C1COCC1. The product is [OH:15][C@@H:17]([CH2:16][C:5]#[C:4][CH2:3][C:2]#[C:30][CH2:31][CH2:25][CH2:26][CH2:27][CH2:28][CH2:13][CH3:14])[C@@H:18]([O:21][S:22]([C:25]1[CH:31]=[CH:30][C:28]([CH3:29])=[CH:27][CH:26]=1)(=[O:24])=[O:23])[CH2:19][CH3:20]. The yield is 0.260. (4) The reactants are [CH3:1][C:2]1[S:6][C:5]([C:7]2[CH:8]=[N:9][NH:10][C:11]=2[NH2:12])=[N:4][CH:3]=1.[Cl:13][C:14]1[CH:19]=[CH:18][C:17]([C:20](=O)[CH2:21][C:22](OCC)=[O:23])=[CH:16][CH:15]=1.CC1C=CC(S(O)(=O)=O)=CC=1. The catalyst is CCCCO. The product is [Cl:13][C:14]1[CH:15]=[CH:16][C:17]([C:20]2[NH:12][C:11]3[N:10]([N:9]=[CH:8][C:7]=3[C:5]3[S:6][C:2]([CH3:1])=[CH:3][N:4]=3)[C:22](=[O:23])[CH:21]=2)=[CH:18][CH:19]=1. The yield is 0.680. (5) The product is [ClH:40].[CH3:1][O:2][C:3]([C:5]1[N:6]=[C:7]([C:36]([F:39])([F:37])[F:38])[N:8]2[CH2:13][CH2:12][N:11]([C:14](=[O:35])[CH2:15][C@H:16]([NH2:27])[CH2:17][C:18]3[CH:23]=[C:22]([F:24])[C:21]([F:25])=[CH:20][C:19]=3[F:26])[CH2:10][C:9]=12)=[O:4]. The reactants are [CH3:1][O:2][C:3]([C:5]1[N:6]=[C:7]([C:36]([F:39])([F:38])[F:37])[N:8]2[CH2:13][CH2:12][N:11]([C:14](=[O:35])[CH2:15][C@H:16]([NH:27]C(OC(C)(C)C)=O)[CH2:17][C:18]3[CH:23]=[C:22]([F:24])[C:21]([F:25])=[CH:20][C:19]=3[F:26])[CH2:10][C:9]=12)=[O:4].[ClH:40]. The catalyst is C(OCC)(=O)C. The yield is 0.943.